From a dataset of Forward reaction prediction with 1.9M reactions from USPTO patents (1976-2016). Predict the product of the given reaction. (1) The product is: [Cl:1][C:2]1[C:3]([NH:15][CH:16]2[CH2:26][CH2:25][C:19]3([CH2:24][CH2:23][N:22]([S:35]([CH3:34])(=[O:37])=[O:36])[CH2:21][CH2:20]3)[CH2:18][CH2:17]2)=[N:4][C:5]([NH:8][C:9]2[CH:10]=[N:11][N:12]([CH3:14])[CH:13]=2)=[N:6][CH:7]=1. Given the reactants [Cl:1][C:2]1[C:3]([NH:15][CH:16]2[CH2:26][CH2:25][C:19]3([CH2:24][CH2:23][NH:22][CH2:21][CH2:20]3)[CH2:18][CH2:17]2)=[N:4][C:5]([NH:8][C:9]2[CH:10]=[N:11][N:12]([CH3:14])[CH:13]=2)=[N:6][CH:7]=1.CCN(CC)CC.[CH3:34][S:35](Cl)(=[O:37])=[O:36], predict the reaction product. (2) Given the reactants C(N1[CH2:7][CH:6]([NH:8][C:9]2[CH:14]=[CH:13][C:12]([NH:15][C:16]3[N:21]=[C:20]([NH:22][C:23]4[CH:24]=[C:25]([NH:29][C:30](=[O:33])[CH:31]=[CH2:32])[CH:26]=[CH:27][CH:28]=4)[C:19]([C:34]([F:37])([F:36])[F:35])=[CH:18][N:17]=3)=[C:11]([O:38][CH3:39])[CH:10]=2)[CH2:5]1)(=O)C.C(NC1C=CC(N)=C(OC)C=1)(C)C.FC(F)(F)C(O)=O, predict the reaction product. The product is: [CH:6]([NH:8][C:9]1[CH:14]=[CH:13][C:12]([NH:15][C:16]2[N:21]=[C:20]([NH:22][C:23]3[CH:24]=[C:25]([NH:29][C:30](=[O:33])[CH:31]=[CH2:32])[CH:26]=[CH:27][CH:28]=3)[C:19]([C:34]([F:37])([F:35])[F:36])=[CH:18][N:17]=2)=[C:11]([O:38][CH3:39])[CH:10]=1)([CH3:5])[CH3:7]. (3) Given the reactants [Cl:1][C:2]1[N:7]=[C:6]([C:8]([NH2:10])=[O:9])[C:5]([N+:11]([O-])=O)=[CH:4][CH:3]=1.[Cl-].[NH4+], predict the reaction product. The product is: [NH2:11][C:5]1[C:6]([C:8]([NH2:10])=[O:9])=[N:7][C:2]([Cl:1])=[CH:3][CH:4]=1. (4) Given the reactants [C:1]([O:5][C:6](=[O:28])[NH:7][C:8]1[C@:9]([CH3:27])([C:23]([F:26])([F:25])[F:24])[O:10][CH2:11][C@:12]([C:15]2[CH:20]=[C:19]([NH2:21])[CH:18]=[CH:17][C:16]=2[F:22])([CH3:14])[N:13]=1)([CH3:4])([CH3:3])[CH3:2].[Br:29][C:30]1[CH:31]=C[C:33]([C:36]([OH:38])=O)=[N:34][CH:35]=1.CC[N:41]=C=NCCCN(C)C.Cl.C1C=NC2N(O)N=NC=2C=1.CCN(C(C)C)C(C)C, predict the reaction product. The product is: [C:1]([O:5][C:6](=[O:28])[NH:7][C:8]1[C@:9]([CH3:27])([C:23]([F:26])([F:25])[F:24])[O:10][CH2:11][C@:12]([C:15]2[CH:20]=[C:19]([NH:21][C:36]([C:33]3[N:34]=[CH:35][C:30]([Br:29])=[CH:31][N:41]=3)=[O:38])[CH:18]=[CH:17][C:16]=2[F:22])([CH3:14])[N:13]=1)([CH3:2])([CH3:3])[CH3:4]. (5) The product is: [C:1]([O:6][CH2:7][CH2:8][OH:9])(=[O:5])[C:2]([CH3:4])=[CH2:3].[CH3:10][N:11]([CH3:16])[C:12](=[O:15])[CH:13]=[CH2:14].[C:17]([OH:21])(=[O:20])[CH:18]=[CH2:19]. Given the reactants [C:1]([O:6][CH2:7][CH2:8][OH:9])(=[O:5])[C:2]([CH3:4])=[CH2:3].[CH3:10][N:11]([CH3:16])[C:12](=[O:15])[CH:13]=[CH2:14].[C:17]([OH:21])(=[O:20])[CH:18]=[CH2:19].N(C(C1NCCN=1)(C)C)=NC(C1NCCN=1)(C)C.SCCO, predict the reaction product. (6) Given the reactants [Cl:1][C:2]1[S:6][C:5](C(N=[N+]=[N-])=O)=[CH:4][C:3]=1[N+:12]([O-:14])=[O:13].[CH3:15][N:16]1[CH2:21][CH2:20][CH:19]([NH2:22])[CH2:18][CH2:17]1.[N-:23]=[C:24]=[O:25], predict the reaction product. The product is: [Cl:1][C:2]1[S:6][C:5]([NH:23][C:24]([NH:22][CH:19]2[CH2:20][CH2:21][N:16]([CH3:15])[CH2:17][CH2:18]2)=[O:25])=[CH:4][C:3]=1[N+:12]([O-:14])=[O:13].